From a dataset of Catalyst prediction with 721,799 reactions and 888 catalyst types from USPTO. Predict which catalyst facilitates the given reaction. (1) Reactant: Br[C:2]1[CH:7]=[CH:6][N:5]2[C:8]([C:11]([NH:13][C:14]3[CH:19]=[C:18]([C:20](=[O:31])[NH:21][CH2:22][C:23]4[CH:28]=[CH:27][C:26]([F:29])=[C:25]([F:30])[CH:24]=4)[CH:17]=[CH:16][C:15]=3[F:32])=[O:12])=[CH:9][N:10]=[C:4]2[CH:3]=1.F[B-](F)(F)F.C([PH+](C(C)(C)C)C(C)(C)C)(C)(C)C.[Br-].[CH2:52]([O:54][C:55](=[O:59])[CH2:56][CH2:57][Zn+])[CH3:53]. Product: [F:30][C:25]1[CH:24]=[C:23]([CH:28]=[CH:27][C:26]=1[F:29])[CH2:22][NH:21][C:20]([C:18]1[CH:17]=[CH:16][C:15]([F:32])=[C:14]([NH:13][C:11]([C:8]2[N:5]3[CH:6]=[CH:7][C:2]([CH2:57][CH2:56][C:55]([O:54][CH2:52][CH3:53])=[O:59])=[CH:3][C:4]3=[N:10][CH:9]=2)=[O:12])[CH:19]=1)=[O:31]. The catalyst class is: 443. (2) Reactant: [NH:1]1[CH2:4][CH:3]([N:5]([CH:12]2[C:20]3[C:15](=[CH:16][C:17]([F:21])=[CH:18][CH:19]=3)[CH2:14][CH2:13]2)C(=O)C(F)(F)F)[CH2:2]1.[F:22][C:23]1[CH:38]=[CH:37][C:26]([O:27][C:28]2[CH:36]=[CH:35][C:31]([C:32](O)=[O:33])=[CH:30][CH:29]=2)=[CH:25][CH:24]=1.C(Cl)CCl.C1C=CC2N(O)N=NC=2C=1.C(N(CC)CC)C. Product: [F:21][C:17]1[CH:16]=[C:15]2[C:20](=[CH:19][CH:18]=1)[CH:12]([NH:5][CH:3]1[CH2:2][N:1]([C:32]([C:31]3[CH:35]=[CH:36][C:28]([O:27][C:26]4[CH:37]=[CH:38][C:23]([F:22])=[CH:24][CH:25]=4)=[CH:29][CH:30]=3)=[O:33])[CH2:4]1)[CH2:13][CH2:14]2. The catalyst class is: 4. (3) Reactant: [CH3:1][O:2][C:3]1[CH:8]=[CH:7][C:6]([C:9]([C:11]2[S:12][CH:13]=[CH:14][C:15]=2[O:16]C)=[O:10])=[CH:5][CH:4]=1.O. Product: [OH:16][C:15]1[CH:14]=[CH:13][S:12][C:11]=1[C:9]([C:6]1[CH:7]=[CH:8][C:3]([O:2][CH3:1])=[CH:4][CH:5]=1)=[O:10]. The catalyst class is: 4. (4) Reactant: O[C:2]1[C:11]([NH:12][C:13]([C:15]2[NH:16][C:17]3[C:22]([CH:23]=2)=[CH:21][CH:20]=[CH:19][CH:18]=3)=[O:14])=[CH:10][CH:9]=[CH:8][C:3]=1[C:4]([O:6][CH3:7])=[O:5].O.CC1C=CC(S(O)(=O)=O)=CC=1. Product: [NH:16]1[C:17]2[C:22](=[CH:21][CH:20]=[CH:19][CH:18]=2)[CH:23]=[C:15]1[C:13]1[O:14][C:2]2[C:3]([C:4]([O:6][CH3:7])=[O:5])=[CH:8][CH:9]=[CH:10][C:11]=2[N:12]=1. The catalyst class is: 113. (5) Reactant: [Br:1][C:2]1[CH:7]=[CH:6][C:5]([NH2:8])=[CH:4][CH:3]=1.CCN(C(C)C)C(C)C.[CH:18]1([C:21](Cl)=[O:22])[CH2:20][CH2:19]1. Product: [Br:1][C:2]1[CH:7]=[CH:6][C:5]([NH:8][C:21]([CH:18]2[CH2:20][CH2:19]2)=[O:22])=[CH:4][CH:3]=1. The catalyst class is: 4. (6) Reactant: C([O:9][C@H:10]1[C@H:14]([CH2:15][O:16]C(=O)C2C=CC=CC=2)[O:13][C@H:12]([N:25]2[CH:33]=[C:31]([CH3:32])[C:29](=[O:30])[NH:28][C:26]2=[O:27])[C@@H:11]1[F:34])(=O)C1C=CC=CC=1.C(N)CCC. Product: [F:34][C@@H:11]1[C@@H:10]([OH:9])[C@H:14]([CH2:15][OH:16])[O:13][C@@H:12]1[N:25]1[CH:33]=[C:31]([CH3:32])[C:29](=[O:30])[NH:28][C:26]1=[O:27]. The catalyst class is: 5. (7) Product: [CH2:35]([O:36][C:37]([C@@H:39]1[CH2:32][C@H:3]([C:2]([O:1][C@H:2]2[CH2:19][CH2:18][C@@:17]3([CH3:20])[C@@H:4]([CH2:5][CH2:6][C@:7]4([CH3:31])[C@@H:16]3[CH2:15][CH2:14][C@H:13]3[C@@:8]4([CH3:30])[CH2:9][CH2:10][C@@:11]4([C:27]([OH:29])=[O:28])[CH2:23][CH2:22][C@@H:21]([C:24]([CH3:26])=[CH2:25])[C@@H:12]43)[C:3]2([CH3:33])[CH3:32])=[O:1])[C:4]1([CH3:17])[CH3:5])=[O:38])[C:34]1[CH:9]=[CH:8][CH:7]=[CH:16][CH:15]=1. Reactant: [OH:1][C@H:2]1[CH2:19][CH2:18][C@@:17]2([CH3:20])[C@@H:4]([CH2:5][CH2:6][C@:7]3([CH3:31])[C@@H:16]2[CH2:15][CH2:14][C@H:13]2[C@@:8]3([CH3:30])[CH2:9][CH2:10][C@@:11]3([C:27]([OH:29])=[O:28])[CH2:23][CH2:22][C@@H:21]([C:24]([CH3:26])=[CH2:25])[C@@H:12]32)[C:3]1([CH3:33])[CH3:32].[CH3:34][CH2:35][O:36][C:37]([CH3:39])=[O:38]. The catalyst class is: 17. (8) Reactant: [CH3:1][C:2]1[CH:7]=[CH:6][C:5]([C:8]2[O:9][C:10]([CH3:13])=[N:11][N:12]=2)=[CH:4][C:3]=1[C:14]1[CH:19]=[CH:18][C:17]([C:20](O)=[O:21])=[CH:16][CH:15]=1.C1C=CC2N(O)N=NC=2C=1.Cl.CN(C)CCCN=C=NCC.[C:45]1([CH:51]([CH3:54])[CH2:52][NH2:53])[CH:50]=[CH:49][CH:48]=[CH:47][CH:46]=1. Product: [CH3:1][C:2]1[CH:7]=[CH:6][C:5]([C:8]2[O:9][C:10]([CH3:13])=[N:11][N:12]=2)=[CH:4][C:3]=1[C:14]1[CH:19]=[CH:18][C:17]([C:20]([NH:53][CH2:52][CH:51]([C:45]2[CH:50]=[CH:49][CH:48]=[CH:47][CH:46]=2)[CH3:54])=[O:21])=[CH:16][CH:15]=1. The catalyst class is: 3. (9) Reactant: [F:1][C:2]1[CH:3]=[C:4]([C@@H:13]([C:27]2[C:32]([F:33])=[CH:31][CH:30]=[CH:29][N:28]=2)[NH:14][C:15](=[O:26])[C:16]2[CH:21]=[CH:20][C:19]([OH:22])=[C:18]([N+:23]([O-])=O)[N:17]=2)[CH:5]=[CH:6][C:7]=1[O:8][C:9]([F:12])([F:11])[F:10].O.NN.CCOC(C)=O. Product: [NH2:23][C:18]1[N:17]=[C:16]([C:15]([NH:14][C@@H:13]([C:4]2[CH:5]=[CH:6][C:7]([O:8][C:9]([F:12])([F:10])[F:11])=[C:2]([F:1])[CH:3]=2)[C:27]2[C:32]([F:33])=[CH:31][CH:30]=[CH:29][N:28]=2)=[O:26])[CH:21]=[CH:20][C:19]=1[OH:22]. The catalyst class is: 227.